From a dataset of Forward reaction prediction with 1.9M reactions from USPTO patents (1976-2016). Predict the product of the given reaction. Given the reactants [N+:1]([C:4]1[CH:9]=[CH:8][C:7]([S:10]([C:13]2[CH:21]=[CH:20][C:19]3[N:18]([CH3:22])[C:17]4[CH2:23][CH:24]5[NH:28][CH:27]([C:16]=4[C:15]=3[C:14]=2[C:29]([O:31][C:32]([CH3:35])([CH3:34])[CH3:33])=[O:30])[CH2:26][CH2:25]5)(=[O:12])=[O:11])=[CH:6][CH:5]=1)([O-])=O.[Cl-].[NH4+], predict the reaction product. The product is: [NH2:1][C:4]1[CH:5]=[CH:6][C:7]([S:10]([C:13]2[CH:21]=[CH:20][C:19]3[N:18]([CH3:22])[C:17]4[CH2:23][CH:24]5[NH:28][CH:27]([C:16]=4[C:15]=3[C:14]=2[C:29]([O:31][C:32]([CH3:35])([CH3:34])[CH3:33])=[O:30])[CH2:26][CH2:25]5)(=[O:11])=[O:12])=[CH:8][CH:9]=1.